Task: Regression/Classification. Given a drug SMILES string, predict its absorption, distribution, metabolism, or excretion properties. Task type varies by dataset: regression for continuous measurements (e.g., permeability, clearance, half-life) or binary classification for categorical outcomes (e.g., BBB penetration, CYP inhibition). Dataset: cyp1a2_veith.. Dataset: CYP1A2 inhibition data for predicting drug metabolism from PubChem BioAssay (1) The drug is C#CCCCO/N=C1/C[C@@H](O)[C@@H](O)[C@H]2[C@@H]1CC[C@@H]1C(=O)N(Cc3ccc4c(c3)OCO4)C(=O)[C@H]12. The result is 0 (non-inhibitor). (2) The compound is O=C1c2ccccc2C(=O)c2c(NC(=O)c3ccc4c5c(ncnc35)-c3ccccc3C4=O)cccc21. The result is 0 (non-inhibitor). (3) The result is 1 (inhibitor). The drug is O=C(COc1ccc(-c2ccccc2)cc1)N/N=C/c1ccccc1Br. (4) The compound is COc1ccc([N+](=O)[O-])cc1NC(=O)CC(C)c1ccccc1. The result is 1 (inhibitor). (5) The molecule is CC(C)(Oc1ccc(-c2cccc3ccccc23)cc1)C(=O)O. The result is 0 (non-inhibitor). (6) The result is 0 (non-inhibitor). The compound is CO[C@H]1COC(=O)[C@H](C)COC(=O)[C@@H](Cc2ccccc2)NC(=O)C/C=C\[C@H]1C. (7) The molecule is O=C1c2ccccc2C(=O)N1C1(C(=O)NC2(C(=O)O)CCCC2)CCCC1. The result is 0 (non-inhibitor).